From a dataset of Full USPTO retrosynthesis dataset with 1.9M reactions from patents (1976-2016). Predict the reactants needed to synthesize the given product. (1) Given the product [C:7]1([C:5]2[O:6][C:2]([NH:1][C:23]([NH:22][C:20](=[O:21])[C:19]([Cl:26])([Cl:25])[Cl:18])=[O:24])=[C:3]([C:13]([O:15][CH2:16][CH3:17])=[O:14])[N:4]=2)[CH:12]=[CH:11][CH:10]=[CH:9][CH:8]=1, predict the reactants needed to synthesize it. The reactants are: [NH2:1][C:2]1[O:6][C:5]([C:7]2[CH:12]=[CH:11][CH:10]=[CH:9][CH:8]=2)=[N:4][C:3]=1[C:13]([O:15][CH2:16][CH3:17])=[O:14].[Cl:18][C:19]([Cl:26])([Cl:25])[C:20]([N:22]=[C:23]=[O:24])=[O:21]. (2) The reactants are: [C:1]1([NH:7][C:8](=[O:14])[O:9][C:10]([CH3:13])([CH3:12])[CH3:11])[CH:6]=[CH:5][CH:4]=[CH:3][CH:2]=1.[Li]CCCC.Br[CH2:21][C:22]1[CH:31]=[CH:30][C:29]2[C:24](=[CH:25][CH:26]=[CH:27][CH:28]=2)[C:23]=1[B:32]1[O:36][C:35]([CH3:38])([CH3:37])[C:34]([CH3:40])([CH3:39])[O:33]1.O. Given the product [C:1]1([N:7]([CH2:21][C:22]2[CH:31]=[CH:30][C:29]3[C:24](=[CH:25][CH:26]=[CH:27][CH:28]=3)[C:23]=2[B:32]2[O:36][C:35]([CH3:38])([CH3:37])[C:34]([CH3:40])([CH3:39])[O:33]2)[C:8](=[O:14])[O:9][C:10]([CH3:11])([CH3:13])[CH3:12])[CH:6]=[CH:5][CH:4]=[CH:3][CH:2]=1, predict the reactants needed to synthesize it. (3) Given the product [CH3:13][N:12]1[CH2:8][CH2:7][N:12]([C:8]2[CH:9]=[CH:10][CH:11]=[C:6]([CH2:5][CH:16]3[CH2:21][CH2:20][N:19]([CH2:22][CH2:23][O:24][C:25]4[CH:34]=[CH:33][CH:32]=[C:31]5[C:26]=4[CH:27]=[CH:28][C:29]([CH3:35])=[N:30]5)[CH2:18][CH2:17]3)[CH:7]=2)[C:13](=[O:15])[CH2:14]1, predict the reactants needed to synthesize it. The reactants are: ClCCN(C)[CH:5]([CH:16]1[CH2:21][CH2:20][N:19]([CH2:22][CH2:23][O:24][C:25]2[CH:34]=[CH:33][CH:32]=[C:31]3[C:26]=2[CH:27]=[CH:28][C:29]([CH3:35])=[N:30]3)[CH2:18][CH2:17]1)[C:6]1[CH:7]=[C:8]([NH:12][C:13](=[O:15])[CH3:14])[CH:9]=[CH:10][CH:11]=1.[H-].[Na+].